Regression. Given a peptide amino acid sequence and an MHC pseudo amino acid sequence, predict their binding affinity value. This is MHC class I binding data. From a dataset of Peptide-MHC class I binding affinity with 185,985 pairs from IEDB/IMGT. (1) The peptide sequence is RFNAIWFNH. The MHC is HLA-A24:03 with pseudo-sequence HLA-A24:03. The binding affinity (normalized) is 0.0847. (2) The peptide sequence is FAAEFKSRFY. The MHC is H-2-Db with pseudo-sequence H-2-Db. The binding affinity (normalized) is 0.0807. (3) The peptide sequence is SFNCGGEFF. The MHC is HLA-A33:01 with pseudo-sequence HLA-A33:01. The binding affinity (normalized) is 0.0137. (4) The peptide sequence is YRVRNVQTL. The MHC is HLA-B35:01 with pseudo-sequence HLA-B35:01. The binding affinity (normalized) is 0.0847. (5) The peptide sequence is LLAAVASSY. The MHC is HLA-A30:02 with pseudo-sequence HLA-A30:02. The binding affinity (normalized) is 0.763.